Dataset: Catalyst prediction with 721,799 reactions and 888 catalyst types from USPTO. Task: Predict which catalyst facilitates the given reaction. (1) Reactant: C([O-])(=O)C.[K+].C(Cl)Cl.CC1(C)C(C)(C)[O:13][B:12](B2OC(C)(C)C(C)(C)O2)[O:11]1.Br[C:28]1[CH:29]=[C:30]2[C:35](=[CH:36][C:37]=1[F:38])[N:34]=[C:33]([NH2:39])[C:32]([N:40]1[CH2:45][CH2:44][O:43][CH2:42][CH2:41]1)=[CH:31]2. Product: [NH2:39][C:33]1[C:32]([N:40]2[CH2:45][CH2:44][O:43][CH2:42][CH2:41]2)=[CH:31][C:30]2[C:35](=[CH:36][C:37]([F:38])=[C:28]([B:12]([OH:13])[OH:11])[CH:29]=2)[N:34]=1. The catalyst class is: 3. (2) Reactant: [CH:1]([N:4]1[C:12]2[C:7](=[CH:8][CH:9]=[C:10]([N+:13]([O-])=O)[CH:11]=2)[C:6]([B:16]2[O:20][C:19]([CH3:22])([CH3:21])[C:18]([CH3:24])([CH3:23])[O:17]2)=[CH:5]1)([CH3:3])[CH3:2]. Product: [CH:1]([N:4]1[C:12]2[C:7](=[CH:8][CH:9]=[C:10]([NH2:13])[CH:11]=2)[C:6]([B:16]2[O:20][C:19]([CH3:22])([CH3:21])[C:18]([CH3:24])([CH3:23])[O:17]2)=[CH:5]1)([CH3:3])[CH3:2]. The catalyst class is: 29. (3) Reactant: [Cl:1][C:2]1[CH:14]=[CH:13][C:5]([O:6][C:7]([CH3:12])([CH3:11])[C:8]([OH:10])=O)=[CH:4][CH:3]=1.C(N(CC)CC)C.C1C=CC2N(O)N=NC=2C=1.[NH2:32][C:33]1[S:34][CH:35]=[CH:36][N:37]=1.CCN=C=NCCCN(C)C. Product: [Cl:1][C:2]1[CH:3]=[CH:4][C:5]([O:6][C:7]([CH3:12])([CH3:11])[C:8]([NH:32][C:33]2[S:34][CH:35]=[CH:36][N:37]=2)=[O:10])=[CH:13][CH:14]=1. The catalyst class is: 2. (4) Reactant: [C:1]([O:5][C:6](=[O:15])[NH:7][C:8]1[CH:13]=[CH:12][CH:11]=[C:10](Br)[CH:9]=1)([CH3:4])([CH3:3])[CH3:2].[Li]CCCC.[O:21]1[CH2:24][C:23](=[O:25])[CH2:22]1. Product: [C:1]([O:5][C:6](=[O:15])[NH:7][C:8]1[CH:13]=[CH:12][CH:11]=[C:10]([C:23]2([OH:25])[CH2:24][O:21][CH2:22]2)[CH:9]=1)([CH3:4])([CH3:3])[CH3:2]. The catalyst class is: 1. (5) Reactant: C([O:8][C:9](=[O:25])[C:10]1[C:15]([Cl:16])=[CH:14][CH:13]=[C:12]([NH:17][S:18]([CH2:21][CH2:22][CH3:23])(=[O:20])=[O:19])[C:11]=1[F:24])C1C=CC=CC=1.[OH-].[K+].O.Cl. Product: [Cl:16][C:15]1[C:10]([C:9]([OH:25])=[O:8])=[C:11]([F:24])[C:12]([NH:17][S:18]([CH2:21][CH2:22][CH3:23])(=[O:19])=[O:20])=[CH:13][CH:14]=1. The catalyst class is: 7. (6) Reactant: [NH2:1][N:2]1[CH:6]=[CH:5][C:4]([Cl:7])=[C:3]1[C:8]([OH:10])=[O:9].[Cl:11][CH2:12][C:13](Cl)=[O:14]. Product: [Cl:7][C:4]1[CH:5]=[CH:6][N:2]([NH:1][C:13](=[O:14])[CH2:12][Cl:11])[C:3]=1[C:8]([OH:10])=[O:9]. The catalyst class is: 15. (7) Reactant: [Cl:1][C:2]1[N:7]=[C:6](Cl)[C:5]([O:9][CH3:10])=[CH:4][N:3]=1.[NH3:11]. Product: [Cl:1][C:2]1[N:7]=[C:6]([NH2:11])[C:5]([O:9][CH3:10])=[CH:4][N:3]=1. The catalyst class is: 5. (8) Reactant: [C:1]([O:5][C:6]([N:8]1[CH2:13][CH2:12][C:11](=[CH:14][C:15]([O:17][N:18]=[C:19]([NH2:27])[C:20]2[CH:25]=[CH:24][CH:23]=[C:22]([Cl:26])[CH:21]=2)=O)[CH2:10][CH2:9]1)=[O:7])([CH3:4])([CH3:3])[CH3:2].[F-].C([N+](CCCC)(CCCC)CCCC)CCC. Product: [C:1]([O:5][C:6]([N:8]1[CH2:13][CH2:12][C:11](=[CH:14][C:15]2[O:17][N:18]=[C:19]([C:20]3[CH:25]=[CH:24][CH:23]=[C:22]([Cl:26])[CH:21]=3)[N:27]=2)[CH2:10][CH2:9]1)=[O:7])([CH3:4])([CH3:3])[CH3:2]. The catalyst class is: 1.